From a dataset of Forward reaction prediction with 1.9M reactions from USPTO patents (1976-2016). Predict the product of the given reaction. (1) The product is: [F:22][C:19]1[CH:20]=[CH:21][C:16]([C:3]2[C:2]([NH:25][CH:26]([CH3:28])[CH3:27])=[N:11][C:10]3[C:5](=[CH:6][CH:7]=[C:8]([C:12]([O:14][CH3:15])=[O:13])[CH:9]=3)[N:4]=2)=[CH:17][CH:18]=1. Given the reactants Cl[C:2]1[C:3]([C:16]2[CH:21]=[CH:20][C:19]([F:22])=[CH:18][CH:17]=2)=[N:4][C:5]2[C:10]([N:11]=1)=[CH:9][C:8]([C:12]([O:14][CH3:15])=[O:13])=[CH:7][CH:6]=2.CC[N:25](C(C)C)[CH:26]([CH3:28])[CH3:27].CC(N)C, predict the reaction product. (2) Given the reactants [CH3:1][O:2][C:3](=[O:19])[CH:4]([NH:11][C:12]([O:14][C:15](C)(C)C)=[O:13])[CH:5]([O:7][CH:8]([F:10])[F:9])[CH3:6].Cl.C(N(C(C)C)CC)(C)C.ClC(OC)=O, predict the reaction product. The product is: [CH3:1][O:2][C:3](=[O:19])[C@@H:4]([NH:11][C:12]([O:14][CH3:15])=[O:13])[C@H:5]([O:7][CH:8]([F:10])[F:9])[CH3:6]. (3) Given the reactants [NH2:1][C:2]1[NH:6][N:5]=[C:4]([S:7][CH3:8])[C:3]=1[C:9]([NH2:11])=[O:10].N[C:13](N)=[O:14].[OH-].[Na+], predict the reaction product. The product is: [CH3:8][S:7][C:4]1[C:3]2[C:9](=[O:10])[NH:11][C:13](=[O:14])[NH:1][C:2]=2[NH:6][N:5]=1. (4) Given the reactants [CH2:1]([O:3][C:4]1[CH:5]=[C:6]([CH2:14][CH2:15][C:16](Cl)=[O:17])[CH:7]=[CH:8][C:9]=1[O:10][CH2:11][C:12]#[CH:13])[CH3:2].[Cl:19][C:20]1[CH:27]=[CH:26][C:23]([CH2:24][NH2:25])=[CH:22][CH:21]=1.C(N(CC)CC)C.O1CCCC1, predict the reaction product. The product is: [Cl:19][C:20]1[CH:27]=[CH:26][C:23]([CH2:24][NH:25][C:16](=[O:17])[CH2:15][CH2:14][C:6]2[CH:7]=[CH:8][C:9]([O:10][CH2:11][C:12]#[CH:13])=[C:4]([O:3][CH2:1][CH3:2])[CH:5]=2)=[CH:22][CH:21]=1.